The task is: Predict the reactants needed to synthesize the given product.. This data is from Full USPTO retrosynthesis dataset with 1.9M reactions from patents (1976-2016). (1) Given the product [CH2:17]([N:14]1[CH2:15][CH2:16][N:12]([C:4]2[SH:5]([CH3:24])[C:6]([C:7]([OH:9])=[O:8])=[CH:2][N:3]=2)[C:13]1=[O:23])[CH3:22], predict the reactants needed to synthesize it. The reactants are: C[C:2]1[N:3]=[C:4]([N:12]2[CH2:16][CH2:15][N:14]([C:17]3[CH:22]=CC=CC=3)[C:13]2=[O:23])[S:5][C:6]=1[C:7]([O:9]CC)=[O:8].[CH2:24](N1CCN(C2SC(C([O-])=O)=C(C)N=2)C1=O)C. (2) Given the product [Cl:28][C:12]1[C:11]([C:9]2[CH:8]=[N:7][CH:6]=[C:5]([CH:10]=2)[C:4]([OH:29])=[O:3])=[CH:16][N:15]=[C:14]2[N:17]([CH2:20][O:21][CH2:22][CH2:23][Si:24]([CH3:27])([CH3:26])[CH3:25])[CH:18]=[CH:19][C:13]=12, predict the reactants needed to synthesize it. The reactants are: C([O:3][C:4](=[O:29])[C:5]1[CH:10]=[C:9]([C:11]2[C:12]([Cl:28])=[C:13]3[CH:19]=[CH:18][N:17]([CH2:20][O:21][CH2:22][CH2:23][Si:24]([CH3:27])([CH3:26])[CH3:25])[C:14]3=[N:15][CH:16]=2)[CH:8]=[N:7][CH:6]=1)C.[OH-].[K+].Cl. (3) The reactants are: [OH:1][C@@H:2]1[CH2:6][C:5](=[O:7])[C@H:4]([CH2:8][C:9](=[O:18])[CH2:10][CH2:11][CH2:12][CH2:13][C:14]([O:16]C)=[O:15])[C@H:3]1/[CH:19]=[CH:20]/[C@@H:21]([OH:29])[CH2:22][C@@H:23]([CH3:28])[CH2:24][CH2:25][CH2:26][CH3:27].O[C@@H](C[C@@H](C)CCCC)/C=C/[C@H]1CCC(=O)[C@@H]1CCSC1SC=C(C(OCC)=O)N=1. Given the product [OH:1][C@@H:2]1[CH2:6][C:5](=[O:7])[C@H:4]([CH2:8][C:9](=[O:18])[CH2:10][CH2:11][CH2:12][CH2:13][C:14]([OH:16])=[O:15])[C@H:3]1/[CH:19]=[CH:20]/[C@@H:21]([OH:29])[CH2:22][C@@H:23]([CH3:28])[CH2:24][CH2:25][CH2:26][CH3:27], predict the reactants needed to synthesize it. (4) The reactants are: C[O:2][C:3](=[O:25])[CH2:4][NH:5][C:6]([C:8]1[N:9]=[C:10](Cl)[C:11]2[C:16]([C:17]=1[C:18]1[CH:23]=[CH:22][CH:21]=[CH:20][CH:19]=1)=[CH:15][CH:14]=[CH:13][CH:12]=2)=[O:7].[OH-].[K+].[CH3:28][CH2:29][OH:30]. Given the product [CH2:29]([O:30][C:10]1[C:11]2[C:16](=[CH:15][CH:14]=[CH:13][CH:12]=2)[C:17]([C:18]2[CH:19]=[CH:20][CH:21]=[CH:22][CH:23]=2)=[C:8]([C:6]([NH:5][CH2:4][C:3]([OH:2])=[O:25])=[O:7])[N:9]=1)[CH3:28], predict the reactants needed to synthesize it. (5) Given the product [Br:14][C:10]1[C:2]([CH3:1])=[N:3][N:4]2[CH:9]=[CH:8][CH:7]=[CH:6][C:5]=12, predict the reactants needed to synthesize it. The reactants are: [CH3:1][C:2]1[C:10](C(O)=O)=[C:5]2[CH:6]=[CH:7][CH:8]=[CH:9][N:4]2[N:3]=1.[Br:14]N1C(=O)CCC1=O. (6) Given the product [CH3:1][O:13][C:12]([C:5]1[C:6]2[C:11](=[CH:10][CH:9]=[CH:8][CH:7]=2)[NH:3][N:4]=1)=[O:14], predict the reactants needed to synthesize it. The reactants are: [CH3:1]O.[NH:3]1[C:11]2[C:6](=[CH:7][CH:8]=[CH:9][CH:10]=2)[C:5]([C:12]([OH:14])=[O:13])=[N:4]1.Cl. (7) Given the product [C:14]([NH:13][C:11]([C:10]1[C:4]2[C:5](=[N:6][CH:7]=[C:2]([NH:26][C:27]3[CH:32]=[CH:31][CH:30]=[C:29]([CH:33]([OH:35])[CH3:34])[CH:28]=3)[N:3]=2)[N:8]([CH2:18][O:19][CH2:20][CH2:21][Si:22]([CH3:25])([CH3:24])[CH3:23])[CH:9]=1)=[O:12])([CH3:17])([CH3:16])[CH3:15], predict the reactants needed to synthesize it. The reactants are: Br[C:2]1[N:3]=[C:4]2[C:10]([C:11]([NH:13][C:14]([CH3:17])([CH3:16])[CH3:15])=[O:12])=[CH:9][N:8]([CH2:18][O:19][CH2:20][CH2:21][Si:22]([CH3:25])([CH3:24])[CH3:23])[C:5]2=[N:6][CH:7]=1.[NH2:26][C:27]1[CH:28]=[C:29]([CH:33]([OH:35])[CH3:34])[CH:30]=[CH:31][CH:32]=1.CC1(C)C2C(=C(P(C3C=CC=CC=3)C3C=CC=CC=3)C=CC=2)OC2C(P(C3C=CC=CC=3)C3C=CC=CC=3)=CC=CC1=2.C(=O)([O-])[O-].[Cs+].[Cs+]. (8) The reactants are: [OH:1][C:2]1([C:7]([OH:9])=[O:8])[CH2:6][CH2:5][CH2:4][CH2:3]1.S(=O)(=O)(O)O.[CH3:15]O. Given the product [OH:1][C:2]1([C:7]([O:9][CH3:15])=[O:8])[CH2:6][CH2:5][CH2:4][CH2:3]1, predict the reactants needed to synthesize it. (9) The reactants are: Br[C:2]1[CH:7]=[CH:6][C:5]([CH:8]([F:22])[C:9]([N:11]2[CH2:17][C:16]3([CH3:19])[CH2:18][CH:12]2[CH2:13][C:14]([CH3:21])([CH3:20])[CH2:15]3)=[O:10])=[C:4]([F:23])[CH:3]=1.[CH3:24][NH:25][C:26]([C:28]1[CH:33]=[CH:32][C:31](B2OC(C)(C)C(C)(C)O2)=[CH:30][N:29]=1)=[O:27].C(=O)([O-])[O-].[K+].[K+].CN(C)C=O.ClCCl. Given the product [F:23][C:4]1[CH:3]=[C:2]([C:31]2[CH:32]=[CH:33][C:28]([C:26]([NH:25][CH3:24])=[O:27])=[N:29][CH:30]=2)[CH:7]=[CH:6][C:5]=1[CH:8]([F:22])[C:9](=[O:10])[N:11]1[CH2:17][C:16]2([CH3:19])[CH2:18][CH:12]1[CH2:13][C:14]([CH3:21])([CH3:20])[CH2:15]2, predict the reactants needed to synthesize it. (10) Given the product [F:26][C:27]([F:36])([F:37])[C:28]1[CH:35]=[CH:34][CH:33]=[CH:32][C:29]=1[CH2:30][NH:25][C@H:19]1[CH:20]2[CH2:23][CH2:24][N:17]([CH2:22][CH2:21]2)[CH2:18]1, predict the reactants needed to synthesize it. The reactants are: C(O[BH-](OC(=O)C)OC(=O)C)(=O)C.[Na+].Cl.Cl.[N:17]12[CH2:24][CH2:23][CH:20]([CH2:21][CH2:22]1)[C@H:19]([NH2:25])[CH2:18]2.[F:26][C:27]([F:37])([F:36])[C:28]1[CH:35]=[CH:34][CH:33]=[CH:32][C:29]=1[CH:30]=O.[OH-].[Na+].